This data is from Forward reaction prediction with 1.9M reactions from USPTO patents (1976-2016). The task is: Predict the product of the given reaction. (1) Given the reactants Br[C:2]1[CH:3]=[C:4]2[C:10]([C:11]3[CH:16]=[CH:15][CH:14]=[CH:13][C:12]=3[O:17][CH3:18])=[CH:9][N:8]([S:19]([C:22]3[CH:27]=[CH:26][C:25]([CH3:28])=[CH:24][CH:23]=3)(=[O:21])=[O:20])[C:5]2=[N:6][CH:7]=1.[C:29]([O:33][C:34]([C:36]1[CH:37]=[C:38](B(O)O)[CH:39]=[CH:40][CH:41]=1)=[O:35])([CH3:32])([CH3:31])[CH3:30].ClCCl, predict the reaction product. The product is: [C:29]([O:33][C:34](=[O:35])[C:36]1[CH:37]=[CH:38][CH:39]=[C:40]([C:2]2[CH:3]=[C:4]3[C:10]([C:11]4[CH:16]=[CH:15][CH:14]=[CH:13][C:12]=4[O:17][CH3:18])=[CH:9][N:8]([S:19]([C:22]4[CH:23]=[CH:24][C:25]([CH3:28])=[CH:26][CH:27]=4)(=[O:20])=[O:21])[C:5]3=[N:6][CH:7]=2)[CH:41]=1)([CH3:32])([CH3:30])[CH3:31]. (2) Given the reactants [CH3:1][NH2:2].S([O-])([O-])(=O)=[O:4].[Mg+2].[O:9]1[CH2:13][CH2:12][O:11][CH:10]1[CH2:14][N:15]1[CH2:20][CH2:19][CH:18]([CH2:21][CH2:22][C:23]2[C:27]3[CH:28]=[CH:29][C:30]([CH2:34][NH:35][CH2:36][C:37]4[CH:44]=[CH:43][C:40]([C:41]#[N:42])=[CH:39][CH:38]=4)=[C:31]([CH:32]=[O:33])[C:26]=3[O:25][N:24]=2)[CH2:17][CH2:16]1.[BH4-].[Na+].[C:47](=[O:50])([OH:49])[O-].[Na+], predict the reaction product. The product is: [C:32]([OH:33])(=[O:4])/[CH:31]=[CH:26]/[C:47]([OH:49])=[O:50].[C:32]([OH:33])(=[O:4])/[CH:31]=[CH:26]/[C:47]([OH:49])=[O:50].[O:11]1[CH2:12][CH2:13][O:9][CH:10]1[CH2:14][N:15]1[CH2:16][CH2:17][CH:18]([CH2:21][CH2:22][C:23]2[C:27]3[CH:28]=[CH:29][C:30]([CH2:34][NH:35][CH2:36][C:37]4[CH:38]=[CH:39][C:40]([C:41]#[N:42])=[CH:43][CH:44]=4)=[C:31]([CH2:32][NH:2][CH3:1])[C:26]=3[O:25][N:24]=2)[CH2:19][CH2:20]1. (3) Given the reactants [CH:1]1([C@@:4]2([CH3:28])[CH2:8][O:7][C:6](=[O:9])[N:5]2[C:10]2[CH:15]=[CH:14][N:13]=[C:12]([NH:16][C@H:17]([C:19]3[CH:26]=[CH:25][C:22]([CH:23]=O)=[C:21]([F:27])[CH:20]=3)[CH3:18])[N:11]=2)[CH2:3][CH2:2]1.[CH3:29][N:30]([CH3:37])[CH:31]1[CH2:36][CH2:35][NH:34][CH2:33][CH2:32]1.C(O)(=O)C, predict the reaction product. The product is: [CH:1]1([C@@:4]2([CH3:28])[CH2:8][O:7][C:6](=[O:9])[N:5]2[C:10]2[CH:15]=[CH:14][N:13]=[C:12]([NH:16][C@H:17]([C:19]3[CH:26]=[CH:25][C:22]([CH2:23][N:34]4[CH2:35][CH2:36][CH:31]([N:30]([CH3:37])[CH3:29])[CH2:32][CH2:33]4)=[C:21]([F:27])[CH:20]=3)[CH3:18])[N:11]=2)[CH2:2][CH2:3]1. (4) Given the reactants Br[CH2:2][C:3]1[CH:12]=[CH:11][C:10]2[C:5](=[CH:6][CH:7]=[CH:8][CH:9]=2)[CH:4]=1.[NH:13]1[CH2:18][CH2:17][NH:16][CH2:15][CH2:14]1, predict the reaction product. The product is: [CH:4]1[C:5]2[C:10](=[CH:9][CH:8]=[CH:7][CH:6]=2)[CH:11]=[CH:12][C:3]=1[CH2:2][N:13]1[CH2:18][CH2:17][NH:16][CH2:15][CH2:14]1.